Task: Predict the product of the given reaction.. Dataset: Forward reaction prediction with 1.9M reactions from USPTO patents (1976-2016) (1) Given the reactants [CH3:1][O:2][C:3]1[CH:4]=[C:5]([CH:11]2[CH2:16][CH2:15][N:14]([C:17]3[C:18]([CH3:38])=[C:19]([CH3:37])[C:20]4[O:24][C:23]([CH3:26])([CH3:25])[C:22]([C:28]5[CH:33]=[CH:32][C:31]([CH3:34])=[CH:30][CH:29]=5)(O)[C:21]=4[C:35]=3[CH3:36])[CH2:13][CH2:12]2)[CH:6]=[CH:7][C:8]=1[O:9][CH3:10], predict the reaction product. The product is: [CH3:1][O:2][C:3]1[CH:4]=[C:5]([CH:11]2[CH2:12][CH2:13][N:14]([C:17]3[C:18]([CH3:38])=[C:19]([CH3:37])[C:20]4[O:24][C:23]([CH3:26])([CH3:25])[CH:22]([C:28]5[CH:33]=[CH:32][C:31]([CH3:34])=[CH:30][CH:29]=5)[C:21]=4[C:35]=3[CH3:36])[CH2:15][CH2:16]2)[CH:6]=[CH:7][C:8]=1[O:9][CH3:10]. (2) Given the reactants [CH2:1]([NH:3][C:4]([NH:6][C:7]1[CH:12]=[CH:11][C:10]([C:13]2[N:14]=[C:15]([N:23]3[CH2:28][CH2:27][O:26][CH2:25][CH2:24]3)[C:16]3[CH2:22][CH2:21][NH:20][CH2:19][C:17]=3[N:18]=2)=[CH:9][CH:8]=1)=[O:5])[CH3:2].[O:29]1[CH2:32][C:31](=O)[CH2:30]1, predict the reaction product. The product is: [CH2:1]([NH:3][C:4]([NH:6][C:7]1[CH:8]=[CH:9][C:10]([C:13]2[N:14]=[C:15]([N:23]3[CH2:24][CH2:25][O:26][CH2:27][CH2:28]3)[C:16]3[CH2:22][CH2:21][N:20]([CH:31]4[CH2:32][O:29][CH2:30]4)[CH2:19][C:17]=3[N:18]=2)=[CH:11][CH:12]=1)=[O:5])[CH3:2]. (3) Given the reactants [C:1]([C:5]1[CH:9]=[C:8]([NH:10][C:11]([NH:13][C@@H:14]2[C:23]3[C:18](=[CH:19][CH:20]=[CH:21][CH:22]=3)[C@H:17]([O:24][C:25]3[CH:26]=[CH:27][C:28]4[N:29]([C:31]([N:34]5[CH2:39][CH2:38][CH2:37][CH2:36][C@@H:35]5[CH3:40])=[N:32][N:33]=4)[CH:30]=3)[CH2:16][CH2:15]2)=[O:12])[N:7]([C:41]2[CH:42]=[C:43]([CH:52]=[CH:53][CH:54]=2)[O:44][CH2:45][CH2:46][O:47]S(C)(=O)=O)[N:6]=1)([CH3:4])([CH3:3])[CH3:2].[CH:55]12[NH:62][CH:59]([CH2:60][CH2:61]1)[CH2:58][CH2:57][CH2:56]2.C1C[O:66]CC1, predict the reaction product. The product is: [CH:46]([OH:47])=[O:66].[CH:59]12[N:62]([CH2:46][CH2:45][O:44][C:43]3[CH:42]=[C:41]([N:7]4[C:8]([NH:10][C:11]([NH:13][C@@H:14]5[C:23]6[C:18](=[CH:19][CH:20]=[CH:21][CH:22]=6)[C@H:17]([O:24][C:25]6[CH:26]=[CH:27][C:28]7[N:29]([C:31]([N:34]8[CH2:39][CH2:38][CH2:37][CH2:36][C@@H:35]8[CH3:40])=[N:32][N:33]=7)[CH:30]=6)[CH2:16][CH2:15]5)=[O:12])=[CH:9][C:5]([C:1]([CH3:4])([CH3:2])[CH3:3])=[N:6]4)[CH:54]=[CH:53][CH:52]=3)[CH:55]([CH2:61][CH2:60]1)[CH2:56][CH2:57][CH2:58]2. (4) Given the reactants [Cl:1][CH2:2][CH2:3][O:4][C:5]1[CH:33]=[CH:32][C:8]([C:9]([CH:11]2[C:19](=[O:20])[C:18]3[C:13](=[CH:14][CH:15]=[CH:16][C:17]=3[NH:21][C:22]([NH:24][N:25]3[CH2:30][CH2:29][O:28][CH2:27][CH2:26]3)=[O:23])[C:12]2=O)=O)=[CH:7][CH:6]=1.O.[NH2:35][NH2:36].CC(O)=O, predict the reaction product. The product is: [Cl:1][CH2:2][CH2:3][O:4][C:5]1[CH:33]=[CH:32][C:8]([C:9]2[NH:36][N:35]=[C:12]3[C:13]4[C:18]([C:19](=[O:20])[C:11]=23)=[C:17]([NH:21][C:22]([NH:24][N:25]2[CH2:30][CH2:29][O:28][CH2:27][CH2:26]2)=[O:23])[CH:16]=[CH:15][CH:14]=4)=[CH:7][CH:6]=1. (5) Given the reactants [C:1]([O:5][C:6](=[O:43])[NH:7][C:8]1[CH:9]=[C:10]2[CH:16]=[C:15]([C:17]([C:24]3[CH:29]=[CH:28][C:27]([S:30]([CH3:33])(=[O:32])=[O:31])=[CH:26][CH:25]=3)=[CH:18][CH:19]3[CH2:23][CH2:22][CH2:21][CH2:20]3)[N:14](S(C3C=CC=CC=3)(=O)=O)[C:11]2=[N:12][CH:13]=1)([CH3:4])([CH3:3])[CH3:2].[F-].C([N+](CCCC)(CCCC)CCCC)CCC.O1CCCC1, predict the reaction product. The product is: [C:1]([O:5][C:6](=[O:43])[NH:7][C:8]1[CH:9]=[C:10]2[CH:16]=[C:15]([C:17]([C:24]3[CH:29]=[CH:28][C:27]([S:30]([CH3:33])(=[O:32])=[O:31])=[CH:26][CH:25]=3)=[CH:18][CH:19]3[CH2:20][CH2:21][CH2:22][CH2:23]3)[NH:14][C:11]2=[N:12][CH:13]=1)([CH3:3])([CH3:4])[CH3:2].